From a dataset of Reaction yield outcomes from USPTO patents with 853,638 reactions. Predict the reaction yield, written as a fraction of the theoretical maximum amount of product (1.0 means a 100% yield; for example, 0.34 means a 34% yield). (1) The reactants are Br[C:2]1[CH:6]=[CH:5][S:4][CH:3]=1.[C:7]([NH2:15])(=[O:14])[C:8]1[CH:13]=[CH:12][CH:11]=[CH:10][CH:9]=1. No catalyst specified. The product is [S:4]1[CH:5]=[CH:6][C:2]([NH:15][C:7](=[O:14])[C:8]2[CH:13]=[CH:12][CH:11]=[CH:10][CH:9]=2)=[CH:3]1. The yield is 0.980. (2) The reactants are [Br:1][C:2]1[CH:3]=[C:4]([N:8]2[C:12]3=[N:13][CH:14]=[C:15](I)[CH:16]=[C:11]3[C:10]([C:18]([O:20][CH3:21])=[O:19])=[N:9]2)[CH:5]=[CH:6][CH:7]=1.[CH3:22][N:23]1[CH:27]=[CH:26][C:25](B2OC(C)(C)C(C)(C)O2)=[N:24]1.[Cl-].[Li+].C(=O)([O-])[O-].[Na+].[Na+]. The catalyst is COCCOC.O. The product is [Br:1][C:2]1[CH:3]=[C:4]([N:8]2[C:12]3=[N:13][CH:14]=[C:15]([C:25]4[CH:26]=[CH:27][N:23]([CH3:22])[N:24]=4)[CH:16]=[C:11]3[C:10]([C:18]([O:20][CH3:21])=[O:19])=[N:9]2)[CH:5]=[CH:6][CH:7]=1. The yield is 0.860. (3) The reactants are [NH2:1][C:2]1[CH:12]=[CH:11][C:5]2[O:6][CH2:7][C:8](=O)[NH:9][C:4]=2[CH:3]=1.C1COCC1.Cl.[OH-].[Na+]. The catalyst is O.CCO. The product is [O:6]1[CH2:7][CH2:8][NH:9][C:4]2[CH:3]=[C:2]([NH2:1])[CH:12]=[CH:11][C:5]1=2. The yield is 0.510. (4) The reactants are [OH:1][CH2:2][CH2:3][CH2:4][CH:5]=[N:6][OH:7].[C:8]([Sn:10]([CH2:19][CH2:20][CH2:21][CH3:22])([CH2:15][CH2:16][CH2:17][CH3:18])[CH2:11][CH2:12][CH2:13][CH3:14])#[CH:9].ClN1C(=O)CCC1=O. The catalyst is C(Cl)Cl. The product is [CH2:19]([Sn:10]([CH2:15][CH2:16][CH2:17][CH3:18])([CH2:11][CH2:12][CH2:13][CH3:14])[C:8]1[O:7][N:6]=[C:5]([CH2:4][CH2:3][CH2:2][OH:1])[CH:9]=1)[CH2:20][CH2:21][CH3:22]. The yield is 0.280. (5) The reactants are [F:1][C:2]1[CH:33]=[CH:32][C:5]([O:6][C:7]2[CH:12]=[CH:11][C:10]([NH:13][C:14]([C@H:16]3[NH:21][CH2:20][CH2:19][N:18]([C:22]([O:24][CH2:25][C:26]4[CH:31]=[CH:30][CH:29]=[CH:28][CH:27]=4)=[O:23])[CH2:17]3)=[O:15])=[CH:9][CH:8]=2)=[CH:4][CH:3]=1.Cl.[NH:35]1[CH:39]=[C:38]([CH2:40][C:41](O)=[O:42])[N:37]=[CH:36]1.CCN(C(C)C)C(C)C.CN(C(ON1N=NC2C=CC=NC1=2)=[N+](C)C)C.F[P-](F)(F)(F)(F)F. The catalyst is CN(C=O)C. The product is [NH:35]1[CH:39]=[C:38]([CH2:40][C:41]([N:21]2[CH2:20][CH2:19][N:18]([C:22]([O:24][CH2:25][C:26]3[CH:27]=[CH:28][CH:29]=[CH:30][CH:31]=3)=[O:23])[CH2:17][C@H:16]2[C:14](=[O:15])[NH:13][C:10]2[CH:9]=[CH:8][C:7]([O:6][C:5]3[CH:32]=[CH:33][C:2]([F:1])=[CH:3][CH:4]=3)=[CH:12][CH:11]=2)=[O:42])[N:37]=[CH:36]1. The yield is 0.670. (6) The reactants are Br[C:2]1[C:3]([NH:9][C:10](=[O:13])[CH2:11]I)=[N:4][CH:5]=[C:6]([Br:8])[N:7]=1.C(N(C(C)C)CC)(C)C.Cl.[CH3:24][O:25][C@@H:26]1[CH2:31][CH2:30][C@H:29]([NH2:32])[CH2:28][CH2:27]1. The catalyst is C(#N)C. The product is [Br:8][C:6]1[N:7]=[C:2]2[N:32]([C@H:29]3[CH2:30][CH2:31][C@@H:26]([O:25][CH3:24])[CH2:27][CH2:28]3)[CH2:11][C:10](=[O:13])[NH:9][C:3]2=[N:4][CH:5]=1. The yield is 0.550. (7) The reactants are [CH3:1][N:2]([C@@H:10]([CH3:31])[C:11](=[O:30])[NH:12][CH:13]1[C:19]2([CH2:24][CH2:23][O:22][CH2:21][CH2:20]2)[O:18][C:17]2[CH:25]=[CH:26][CH:27]=[CH:28][C:16]=2[NH:15][C:14]1=[O:29])[C:3](=[O:9])[O:4][C:5]([CH3:8])([CH3:7])[CH3:6].CS(O[CH2:37][C:38]1[C:47]2[C:42](=[CH:43][CH:44]=[CH:45][CH:46]=2)[CH:41]=[CH:40][C:39]=1[O:48][CH:49]([F:51])[F:50])(=O)=O.C([O-])([O-])=O.[Cs+].[Cs+]. The yield is 0.300. The product is [F:50][CH:49]([F:51])[O:48][C:39]1[CH:40]=[CH:41][C:42]2[C:47](=[CH:46][CH:45]=[CH:44][CH:43]=2)[C:38]=1[CH2:37][N:15]1[C:14](=[O:29])[C@@H:13]([NH:12][C:11](=[O:30])[C@@H:10]([N:2]([CH3:1])[C:3](=[O:9])[O:4][C:5]([CH3:8])([CH3:6])[CH3:7])[CH3:31])[C:19]2([CH2:20][CH2:21][O:22][CH2:23][CH2:24]2)[O:18][C:17]2[CH:25]=[CH:26][CH:27]=[CH:28][C:16]1=2.[F:50][CH:49]([F:51])[O:48][C:39]1[CH:40]=[CH:41][C:42]2[C:47](=[CH:46][CH:45]=[CH:44][CH:43]=2)[C:38]=1[CH2:37][N:15]1[C:14](=[O:29])[C@H:13]([NH:12][C:11](=[O:30])[C@@H:10]([N:2]([CH3:1])[C:3](=[O:9])[O:4][C:5]([CH3:8])([CH3:6])[CH3:7])[CH3:31])[C:19]2([CH2:20][CH2:21][O:22][CH2:23][CH2:24]2)[O:18][C:17]2[CH:25]=[CH:26][CH:27]=[CH:28][C:16]1=2. The catalyst is CN(C=O)C.CCOC(C)=O. (8) The reactants are [OH:1][CH:2]1[CH2:5][N:4]([C:6]2[S:7][CH:8]=[C:9]([CH2:11][NH:12][C:13]([O:15][CH3:16])=[O:14])[N:10]=2)[CH2:3]1.[CH3:17][S:18](Cl)(=[O:20])=[O:19].C(N(CC)CC)C. The catalyst is C(Cl)Cl. The product is [CH3:17][S:18]([O:1][CH:2]1[CH2:3][N:4]([C:6]2[S:7][CH:8]=[C:9]([CH2:11][NH:12][C:13]([O:15][CH3:16])=[O:14])[N:10]=2)[CH2:5]1)(=[O:20])=[O:19]. The yield is 0.800. (9) The reactants are [BH-](OC(C)=O)(OC(C)=O)OC(C)=O.[Na+].[CH3:15][N:16]1[CH2:21][CH2:20][C:19](=O)[CH2:18][CH2:17]1.[CH3:23][C:24]1([CH3:38])[C:28]([CH3:30])([CH3:29])[O:27][B:26]([C:31]2[CH:37]=[CH:36][C:34]([NH2:35])=[CH:33][CH:32]=2)[O:25]1.C(Cl)Cl. The catalyst is ClCCCl.C(O)(=O)C. The product is [CH3:15][N:16]1[CH2:21][CH2:20][CH:19]([NH:35][C:34]2[CH:33]=[CH:32][C:31]([B:26]3[O:27][C:28]([CH3:30])([CH3:29])[C:24]([CH3:38])([CH3:23])[O:25]3)=[CH:37][CH:36]=2)[CH2:18][CH2:17]1. The yield is 0.290.